Dataset: Catalyst prediction with 721,799 reactions and 888 catalyst types from USPTO. Task: Predict which catalyst facilitates the given reaction. (1) Reactant: [F:1][C:2]1[CH:3]=[C:4]([CH:16]=[C:17]([CH:19]=[C:20]2[CH2:25][CH2:24][NH:23][CH2:22][CH2:21]2)[CH:18]=1)[O:5][C:6]1[CH:11]=[CH:10][C:9]([C:12]([F:15])([F:14])[F:13])=[CH:8][N:7]=1.[N:26]1[CH:31]=[CH:30][CH:29]=[C:28]([NH:32][C:33](=O)[O:34]C2C=CC=CC=2)[CH:27]=1.C(N(CC)CC)C. Product: [F:1][C:2]1[CH:18]=[C:17]([CH:16]=[C:4]([O:5][C:6]2[CH:11]=[CH:10][C:9]([C:12]([F:15])([F:14])[F:13])=[CH:8][N:7]=2)[CH:3]=1)[CH:19]=[C:20]1[CH2:25][CH2:24][N:23]([C:33]([NH:32][C:28]2[CH:27]=[N:26][CH:31]=[CH:30][CH:29]=2)=[O:34])[CH2:22][CH2:21]1. The catalyst class is: 58. (2) Reactant: [C:1]([O:5][C:6]([N:8]1[CH2:13][CH2:12][C:11]([O:17][CH2:18][CH2:19][O:20][CH3:21])([C:14]([OH:16])=O)[CH2:10][CH2:9]1)=[O:7])([CH3:4])([CH3:3])[CH3:2].N1C=CC=CC=1.C(Cl)(=O)C(Cl)=O.[CH3:34][N:35]([CH3:46])[C:36](=[O:45])[O:37][C:38]1[CH:43]=[CH:42][CH:41]=[C:40]([NH2:44])[CH:39]=1. Product: [CH3:34][N:35]([CH3:46])[C:36]([O:37][C:38]1[CH:39]=[C:40]([NH:44][C:14]([C:11]2([O:17][CH2:18][CH2:19][O:20][CH3:21])[CH2:10][CH2:9][N:8]([C:6]([O:5][C:1]([CH3:2])([CH3:3])[CH3:4])=[O:7])[CH2:13][CH2:12]2)=[O:16])[CH:41]=[CH:42][CH:43]=1)=[O:45]. The catalyst class is: 85.